This data is from Reaction yield outcomes from USPTO patents with 853,638 reactions. The task is: Predict the reaction yield, written as a fraction of the theoretical maximum amount of product (1.0 means a 100% yield; for example, 0.34 means a 34% yield). (1) The reactants are [NH2:1][C:2]1[C:10](I)=[C:9]2[C:5]([CH2:6][CH2:7][C:8]2=[O:12])=[CH:4][CH:3]=1.[C:13](N)(=[S:15])[CH3:14].[O-2].[Ca+2].O. The catalyst is CN(C)C=O.C1(P(C2C=CC=CC=2)[C-]2C=CC=C2)C=CC=CC=1.[C-]1(P(C2C=CC=CC=2)C2C=CC=CC=2)C=CC=C1.[Fe+2].C1C=CC(/C=C/C(/C=C/C2C=CC=CC=2)=O)=CC=1.C1C=CC(/C=C/C(/C=C/C2C=CC=CC=2)=O)=CC=1.C1C=CC(/C=C/C(/C=C/C2C=CC=CC=2)=O)=CC=1.[Pd].[Pd]. The product is [CH3:14][C:13]1[S:15][C:10]2[C:9]3[C:8](=[O:12])[CH2:7][CH2:6][C:5]=3[CH:4]=[CH:3][C:2]=2[N:1]=1. The yield is 0.460. (2) The reactants are C(N(CC)C(C)C)C.[CH3:9][C:10]1[C:15]([C:16]([OH:18])=O)=[CH:14][N:13]=[C:12]([C:19]2[CH:24]=[CH:23][CH:22]=[CH:21][N:20]=2)[N:11]=1.[N:25]1([NH2:34])[C:29]2=[N:30][CH:31]=[CH:32][CH:33]=[C:28]2[CH:27]=[CH:26]1.CN(C(ON1N=NC2C=CC=CC1=2)=[N+](C)C)C.[B-](F)(F)(F)F. The catalyst is CN(C=O)C. The product is [N:25]1([NH:34][C:16]([C:15]2[C:10]([CH3:9])=[N:11][C:12]([C:19]3[CH:24]=[CH:23][CH:22]=[CH:21][N:20]=3)=[N:13][CH:14]=2)=[O:18])[C:29]2=[N:30][CH:31]=[CH:32][CH:33]=[C:28]2[CH:27]=[CH:26]1. The yield is 0.380. (3) The reactants are [OH:1][C:2]1[CH:3]=[C:4]([CH2:9][C:10](=[O:14])[C:11]([OH:13])=[O:12])[CH:5]=[CH:6][C:7]=1[OH:8]. The catalyst is Cl. The product is [OH:1][C:2]1[CH:3]=[C:4]([CH2:9][CH:10]([OH:14])[C:11]([OH:13])=[O:12])[CH:5]=[CH:6][C:7]=1[OH:8]. The yield is 0.403.